This data is from Forward reaction prediction with 1.9M reactions from USPTO patents (1976-2016). The task is: Predict the product of the given reaction. (1) Given the reactants Br[C:2]1[CH:3]=[CH:4][C:5]([N+:8]([O-:10])=[O:9])=[N:6][CH:7]=1.[CH3:11][C@H:12]1[NH:17][CH2:16][CH2:15][N:14]([C:18]([O:20][C:21]([CH3:24])([CH3:23])[CH3:22])=[O:19])[CH2:13]1.C(=O)([O-])[O-].[Cs+].[Cs+].CC1(C)C2C(=C(P(C3C=CC=CC=3)C3C=CC=CC=3)C=CC=2)OC2C(P(C3C=CC=CC=3)C3C=CC=CC=3)=CC=CC1=2, predict the reaction product. The product is: [CH3:11][C@H:12]1[N:17]([C:2]2[CH:7]=[N:6][C:5]([N+:8]([O-:10])=[O:9])=[CH:4][CH:3]=2)[CH2:16][CH2:15][N:14]([C:18]([O:20][C:21]([CH3:22])([CH3:24])[CH3:23])=[O:19])[CH2:13]1. (2) Given the reactants [C:1]([OH:16])(=[O:15])[CH2:2][CH2:3][CH2:4][CH2:5][CH2:6][CH2:7][CH2:8][CH2:9][CH2:10][CH2:11][CH2:12]CC.C(O)(=O)CCCCCCCCCCCCCC.C(O)(=O)CCCCCCCCCCCCCCC.C(O)(=O)CCCCCCCCCCCCCCCC.C(O)(=O)CCCCCCCCCCCCCCCCC.C(O)(=O)CCCCCCC/C=C\CCCCCCCC.O=C(OCC(OC(=O)CCCCCCC/C=C\CCCCCCCC)COC(=O)CCCCCCC/C=C\CCCCCCCC)CCCCCCC/C=C\CCCCCCCC.C(OCCCCCCCCCCCCCCCC)(=O)CCCCCCCCCCCCCCC.CC(=CCC/C(=C/CC/C(=C/CC/C=C(/CC/C=C(/CCC=C(C)C)\C)\C)/C)/C)C.C, predict the reaction product. The product is: [C:1]([OH:16])(=[O:15])[CH2:2][CH2:3][CH2:4][CH2:5][CH2:6][CH2:7][CH2:8][CH2:9][CH2:10][CH2:11][CH3:12]. (3) Given the reactants [NH:1]([C:3]1[N:8]([CH2:9][CH:10]([CH3:12])[CH3:11])[C:7](=[O:13])[N:6]([CH3:14])[C:5](=[O:15])[CH:4]=1)[NH2:2].[Br:16][C:17]1[CH:18]=[C:19]2[C:23](=[CH:24][CH:25]=1)[NH:22][CH:21]=[C:20]2[CH:26]=O.[CH:28]([C:30]1[N:34]([CH3:35])[CH:33]=[C:32]([C:36]([OH:38])=[O:37])[CH:31]=1)=O, predict the reaction product. The product is: [Br:16][C:17]1[CH:18]=[C:19]2[C:23](=[CH:24][CH:25]=1)[NH:22][CH:21]=[C:20]2[CH2:26][N:2]1[C:28]([C:30]2[N:34]([CH3:35])[CH:33]=[C:32]([C:36]([OH:38])=[O:37])[CH:31]=2)=[C:4]2[C:3]([N:8]([CH2:9][CH:10]([CH3:11])[CH3:12])[C:7](=[O:13])[N:6]([CH3:14])[C:5]2=[O:15])=[N:1]1.